This data is from Catalyst prediction with 721,799 reactions and 888 catalyst types from USPTO. The task is: Predict which catalyst facilitates the given reaction. (1) Reactant: [F:1][C:2]([F:12])([F:11])[C:3]1[CH:4]=[C:5]([CH:8]=[CH:9][CH:10]=1)[CH2:6]Br.[OH:13][C:14]1[CH:18]=[C:17]([N:19]2[C:27]3[CH:26]=[CH:25][N:24]=[CH:23][C:22]=3[N:21]=[CH:20]2)[S:16][C:15]=1[C:28]([O:30][CH3:31])=[O:29].C(=O)([O-])[O-].[K+].[K+]. Product: [N:19]1([C:17]2[S:16][C:15]([C:28]([O:30][CH3:31])=[O:29])=[C:14]([O:13][CH2:6][C:5]3[CH:8]=[CH:9][CH:10]=[C:3]([C:2]([F:12])([F:11])[F:1])[CH:4]=3)[CH:18]=2)[C:27]2[CH:26]=[CH:25][N:24]=[CH:23][C:22]=2[N:21]=[CH:20]1. The catalyst class is: 3. (2) Reactant: [CH2:1]([O:3][C:4](=[O:16])[CH2:5][C@H:6]1[C:14]2[C:9](=[CH:10][C:11]([OH:15])=[CH:12][CH:13]=2)[CH2:8][CH2:7]1)[CH3:2].[CH3:17][C:18]1[O:22][C:21]([C:23]2[CH:28]=[CH:27][C:26]([CH3:29])=[CH:25][CH:24]=2)=[N:20][C:19]=1[CH2:30][CH2:31]O.CN(C(/N=N/C(N(C)C)=O)=O)C.C1C=CC(P(C2C=CC=CC=2)C2C=CC=CC=2)=CC=1. Product: [CH3:17][C:18]1[O:22][C:21]([C:23]2[CH:28]=[CH:27][C:26]([CH3:29])=[CH:25][CH:24]=2)=[N:20][C:19]=1[CH2:30][CH2:31][O:15][C:11]1[CH:10]=[C:9]2[C:14](=[CH:13][CH:12]=1)[C@H:6]([CH2:5][C:4]([O:3][CH2:1][CH3:2])=[O:16])[CH2:7][CH2:8]2. The catalyst class is: 2. (3) Reactant: [N+:1]([C:4]1[CH:5]=[C:6]2[C:11](=[CH:12][CH:13]=1)[CH2:10][N:9]([C:14]([O:16][C:17]([CH3:20])([CH3:19])[CH3:18])=[O:15])[CH2:8][CH2:7]2)([O-])=O.[H][H]. Product: [NH2:1][C:4]1[CH:5]=[C:6]2[C:11](=[CH:12][CH:13]=1)[CH2:10][N:9]([C:14]([O:16][C:17]([CH3:20])([CH3:19])[CH3:18])=[O:15])[CH2:8][CH2:7]2. The catalyst class is: 19. (4) Reactant: [F:1][C:2]1[C:6]([F:7])=[CH:5][N:4]([C:8]2[CH:13]=[CH:12][C:11]([N:14]3[CH:19]=[C:18]([O:20][CH3:21])[C:17](=[O:22])[C:16]([C:23]4[N:27]([C:28]5[CH:33]=[CH:32][CH:31]=[CH:30][CH:29]=5)[N:26]=[CH:25][CH:24]=4)=[N:15]3)=[C:10]([OH:34])[CH:9]=2)[CH:3]=1.FC(F)(F)S(O[CH2:41][C:42]([F:45])([F:44])[F:43])(=O)=O.C(=O)([O-])[O-].[K+].[K+].O. Product: [F:1][C:2]1[C:6]([F:7])=[CH:5][N:4]([C:8]2[CH:13]=[CH:12][C:11]([N:14]3[CH:19]=[C:18]([O:20][CH3:21])[C:17](=[O:22])[C:16]([C:23]4[N:27]([C:28]5[CH:33]=[CH:32][CH:31]=[CH:30][CH:29]=5)[N:26]=[CH:25][CH:24]=4)=[N:15]3)=[C:10]([O:34][CH2:41][C:42]([F:45])([F:44])[F:43])[CH:9]=2)[CH:3]=1. The catalyst class is: 9. (5) Reactant: [Cl:1][C:2]1[CH:3]=[C:4]([C:9]2([C:22]([F:25])([F:24])[F:23])[O:13][N:12]=[C:11]([C:14]3[CH:15]=[CH:16][C:17]([CH3:21])=[C:18]([CH:20]=3)[NH2:19])[CH2:10]2)[CH:5]=[C:6]([Cl:8])[CH:7]=1.[Cl:26][C:27]1[CH:35]=[CH:34][C:30]([C:31](O)=[O:32])=[CH:29][CH:28]=1.Cl.C(N(CC)CCCN=C=NCC)C.C(=O)([O-])O.[Na+]. Product: [Cl:1][C:2]1[CH:3]=[C:4]([C:9]2([C:22]([F:23])([F:25])[F:24])[O:13][N:12]=[C:11]([C:14]3[CH:15]=[CH:16][C:17]([CH3:21])=[C:18]([NH:19][C:31](=[O:32])[C:30]4[CH:34]=[CH:35][C:27]([Cl:26])=[CH:28][CH:29]=4)[CH:20]=3)[CH2:10]2)[CH:5]=[C:6]([Cl:8])[CH:7]=1. The catalyst class is: 9. (6) Reactant: [Cl:1][C:2]1[C:3]2[C:10]([I:11])=[C:9](I)[S:8][C:4]=2[N:5]=[CH:6][N:7]=1.C([Mg]Cl)C.[CH:17](=[O:19])[CH3:18].[NH4+].[Cl-]. Product: [Cl:1][C:2]1[C:3]2[C:10]([I:11])=[C:9]([CH:17]([OH:19])[CH3:18])[S:8][C:4]=2[N:5]=[CH:6][N:7]=1. The catalyst class is: 1.